Predict the product of the given reaction. From a dataset of Forward reaction prediction with 1.9M reactions from USPTO patents (1976-2016). Given the reactants [Cl:1][C:2]1[CH:7]=[CH:6][C:5]([NH:8][C:9](=[O:19])[C:10]2[CH:15]=[CH:14][C:13]([O:16][CH3:17])=[CH:12][C:11]=2[OH:18])=[C:4]([F:20])[CH:3]=1.[C:21](=O)([O-])[O-].[K+].[K+].IC, predict the reaction product. The product is: [Cl:1][C:2]1[CH:7]=[CH:6][C:5]([NH:8][C:9](=[O:19])[C:10]2[CH:15]=[CH:14][C:13]([O:16][CH3:17])=[CH:12][C:11]=2[O:18][CH3:21])=[C:4]([F:20])[CH:3]=1.